Dataset: NCI-60 drug combinations with 297,098 pairs across 59 cell lines. Task: Regression. Given two drug SMILES strings and cell line genomic features, predict the synergy score measuring deviation from expected non-interaction effect. (1) Drug 1: C1=NC2=C(N1)C(=S)N=C(N2)N. Drug 2: C1=CN(C(=O)N=C1N)C2C(C(C(O2)CO)O)O.Cl. Cell line: NCI-H226. Synergy scores: CSS=14.5, Synergy_ZIP=-8.23, Synergy_Bliss=-5.41, Synergy_Loewe=-5.41, Synergy_HSA=-3.76. (2) Drug 1: CC12CCC3C(C1CCC2=O)CC(=C)C4=CC(=O)C=CC34C. Drug 2: CCCS(=O)(=O)NC1=C(C(=C(C=C1)F)C(=O)C2=CNC3=C2C=C(C=N3)C4=CC=C(C=C4)Cl)F. Cell line: UACC-257. Synergy scores: CSS=45.0, Synergy_ZIP=-7.78, Synergy_Bliss=-8.17, Synergy_Loewe=-13.5, Synergy_HSA=-5.36. (3) Drug 1: CC(CN1CC(=O)NC(=O)C1)N2CC(=O)NC(=O)C2. Drug 2: CC1OCC2C(O1)C(C(C(O2)OC3C4COC(=O)C4C(C5=CC6=C(C=C35)OCO6)C7=CC(=C(C(=C7)OC)O)OC)O)O. Cell line: HL-60(TB). Synergy scores: CSS=96.5, Synergy_ZIP=22.4, Synergy_Bliss=22.1, Synergy_Loewe=21.5, Synergy_HSA=24.6. (4) Drug 1: CS(=O)(=O)C1=CC(=C(C=C1)C(=O)NC2=CC(=C(C=C2)Cl)C3=CC=CC=N3)Cl. Drug 2: C1CCC(C1)C(CC#N)N2C=C(C=N2)C3=C4C=CNC4=NC=N3. Cell line: OVCAR3. Synergy scores: CSS=3.12, Synergy_ZIP=0.943, Synergy_Bliss=2.73, Synergy_Loewe=-3.31, Synergy_HSA=-2.25. (5) Drug 1: C1CCC(C1)C(CC#N)N2C=C(C=N2)C3=C4C=CNC4=NC=N3. Drug 2: C(CC(=O)O)C(=O)CN.Cl. Cell line: U251. Synergy scores: CSS=7.26, Synergy_ZIP=-1.24, Synergy_Bliss=1.98, Synergy_Loewe=2.05, Synergy_HSA=1.67. (6) Cell line: DU-145. Drug 2: CC12CCC3C(C1CCC2=O)CC(=C)C4=CC(=O)C=CC34C. Drug 1: CC1=C(C=C(C=C1)NC2=NC=CC(=N2)N(C)C3=CC4=NN(C(=C4C=C3)C)C)S(=O)(=O)N.Cl. Synergy scores: CSS=52.2, Synergy_ZIP=0.259, Synergy_Bliss=-0.931, Synergy_Loewe=-1.44, Synergy_HSA=-2.00. (7) Drug 1: CC1=C2C(C(=O)C3(C(CC4C(C3C(C(C2(C)C)(CC1OC(=O)C(C(C5=CC=CC=C5)NC(=O)OC(C)(C)C)O)O)OC(=O)C6=CC=CC=C6)(CO4)OC(=O)C)OC)C)OC. Drug 2: CCC1=C2CN3C(=CC4=C(C3=O)COC(=O)C4(CC)O)C2=NC5=C1C=C(C=C5)O. Cell line: NCI-H226. Synergy scores: CSS=36.4, Synergy_ZIP=-5.31, Synergy_Bliss=-5.76, Synergy_Loewe=-1.40, Synergy_HSA=0.278. (8) Drug 1: CC1=C(N=C(N=C1N)C(CC(=O)N)NCC(C(=O)N)N)C(=O)NC(C(C2=CN=CN2)OC3C(C(C(C(O3)CO)O)O)OC4C(C(C(C(O4)CO)O)OC(=O)N)O)C(=O)NC(C)C(C(C)C(=O)NC(C(C)O)C(=O)NCCC5=NC(=CS5)C6=NC(=CS6)C(=O)NCCC[S+](C)C)O. Drug 2: CCC1(CC2CC(C3=C(CCN(C2)C1)C4=CC=CC=C4N3)(C5=C(C=C6C(=C5)C78CCN9C7C(C=CC9)(C(C(C8N6C)(C(=O)OC)O)OC(=O)C)CC)OC)C(=O)OC)O.OS(=O)(=O)O. Cell line: SNB-75. Synergy scores: CSS=18.0, Synergy_ZIP=-3.59, Synergy_Bliss=-0.652, Synergy_Loewe=-0.561, Synergy_HSA=-0.112.